Dataset: NCI-60 drug combinations with 297,098 pairs across 59 cell lines. Task: Regression. Given two drug SMILES strings and cell line genomic features, predict the synergy score measuring deviation from expected non-interaction effect. Cell line: SK-MEL-28. Drug 1: CC1=C(C(=CC=C1)Cl)NC(=O)C2=CN=C(S2)NC3=CC(=NC(=N3)C)N4CCN(CC4)CCO. Synergy scores: CSS=15.4, Synergy_ZIP=-5.19, Synergy_Bliss=2.65, Synergy_Loewe=-3.86, Synergy_HSA=0.899. Drug 2: CCC1(C2=C(COC1=O)C(=O)N3CC4=CC5=C(C=CC(=C5CN(C)C)O)N=C4C3=C2)O.Cl.